From a dataset of Experimentally validated miRNA-target interactions with 360,000+ pairs, plus equal number of negative samples. Binary Classification. Given a miRNA mature sequence and a target amino acid sequence, predict their likelihood of interaction. (1) The miRNA is hsa-miR-6807-5p with sequence GUGAGCCAGUGGAAUGGAGAGG. The protein sequence of the target gene is MGTKGLPLYPDPCRAPGTKTQNTLASDSLAREGPSSNSSFHSSEEEGTDLEGDMLDCSGSRPLLESEEEDENCRPLQEKLGEAALFSESGVCTEPEERGQGGKKSQFLPINQRASDDLGEPDVFATAPFRSSLVPADDVDIFSKAPFVSKGSVAPSQMDEVDVFSRAPFTKKRSMEEFLAVQGSSQDLPMQANLSQSNEGPLLAGRDRAIYTPAQAQYPMTGFAPQAGLPSHSVQVADHFDGNSPRGSPMSSGGHPVDRNRGLQPQKEAFSGPAAGKPFHPQALSKYSRHYSPEDELSAE.... Result: 0 (no interaction). (2) The miRNA is hsa-miR-155-5p with sequence UUAAUGCUAAUCGUGAUAGGGGUU. The protein sequence of the target gene is MWVCSTLWRVRTPARQWRGLLPASGCHGPAASSYSASAEPARVRALVYGHHGDPAKVVELKNLELAAVRGSDVRVKMLAAPINPSDINMIQGNYGFLPELPAVGGNEGVAQVVAVGSNVTGLKPGDWVIPANAGLGTWRTEAVFSEEALIQVPSDIPLQSAATLGVNPCTAYRMLMDFEQLQPGDSVIQNASNSGVGQAVIQIAAALGLRTINVVRDRPDIQKLSDRLKSLGAEHVITEEELRRPEMKNFFKDMPQPRLALNCVGGKSSTELLRQLARGGTMVTYGGMAKQPVVASVSLL.... Result: 1 (interaction).